From a dataset of Reaction yield outcomes from USPTO patents with 853,638 reactions. Predict the reaction yield, written as a fraction of the theoretical maximum amount of product (1.0 means a 100% yield; for example, 0.34 means a 34% yield). (1) The reactants are [C:1]1([S:7]([N:10]2[C:14]3=[N:15][CH:16]=[C:17]([CH2:19][CH:20]([O:22][C:23]([O:26][CH3:27])([CH3:25])[CH3:24])C)[CH:18]=[C:13]3[CH:12]=[C:11]2[C:28](OS(C2C=CC(C)=CC=2)(=O)=O)=[CH:29][CH:30]2[CH2:34][CH2:33][CH2:32][CH2:31]2)(=[O:9])=[O:8])[CH:6]=[CH:5][CH:4]=[CH:3][CH:2]=1.[CH3:46][S:47]([C:50]1[CH:55]=[CH:54][C:53](B(O)O)=[CH:52][CH:51]=1)(=[O:49])=[O:48].C(=O)([O-])[O-].[Na+].[Na+]. The catalyst is O1CCOCC1.C(OCC)(=O)C.Cl[Pd](Cl)([P](C1C=CC=CC=1)(C1C=CC=CC=1)C1C=CC=CC=1)[P](C1C=CC=CC=1)(C1C=CC=CC=1)C1C=CC=CC=1. The product is [C:1]1([S:7]([N:10]2[C:14]3=[N:15][CH:16]=[C:17]([CH2:19][CH:20]4[CH2:27][O:26][C:23]([CH3:25])([CH3:24])[O:22]4)[CH:18]=[C:13]3[CH:12]=[C:11]2[C:28]([C:53]2[CH:54]=[CH:55][C:50]([S:47]([CH3:46])(=[O:49])=[O:48])=[CH:51][CH:52]=2)=[CH:29][CH:30]2[CH2:34][CH2:33][CH2:32][CH2:31]2)(=[O:8])=[O:9])[CH:2]=[CH:3][CH:4]=[CH:5][CH:6]=1. The yield is 0.440. (2) The reactants are Cl[C:2]1[N:7]=[C:6]([NH:8][CH2:9][C:10]2[CH:11]=[N:12][CH:13]=[CH:14][CH:15]=2)[C:5]([F:16])=[CH:4][N:3]=1.[NH2:17][C:18]1[CH:19]=[C:20]([OH:24])[CH:21]=[CH:22][CH:23]=1. No catalyst specified. The product is [F:16][C:5]1[C:6]([NH:8][CH2:9][C:10]2[CH:11]=[N:12][CH:13]=[CH:14][CH:15]=2)=[N:7][C:2]([NH:17][C:18]2[CH:23]=[CH:22][CH:21]=[C:20]([OH:24])[CH:19]=2)=[N:3][CH:4]=1. The yield is 0.430. (3) The reactants are [C:1]([C:3]1[CH:4]=[N:5][CH:6]=[CH:7][CH:8]=1)#[CH:2].[CH2:9]([SnH:13]([CH2:18][CH2:19][CH2:20][CH3:21])[CH2:14][CH2:15][CH2:16][CH3:17])[CH2:10][CH2:11][CH3:12].CC(N=NC(C#N)(C)C)(C#N)C. The catalyst is C1COCC1. The product is [CH2:18]([Sn:13]([CH2:9][CH2:10][CH2:11][CH3:12])([CH2:14][CH2:15][CH2:16][CH3:17])/[CH:2]=[CH:1]/[C:3]1[CH:4]=[N:5][CH:6]=[CH:7][CH:8]=1)[CH2:19][CH2:20][CH3:21]. The yield is 0.530. (4) The reactants are Br[C:2]1[S:3][C:4]([C:7]2[CH:8]=[CH:9][C:10]([F:15])=[C:11]([CH:14]=2)[C:12]#[N:13])=[CH:5][N:6]=1.[C:16]([Si:20]([CH3:41])([CH3:40])[O:21][CH:22]1[C:30]2[C:25](=[C:26](B3OC(C)(C)C(C)(C)O3)[CH:27]=[CH:28][CH:29]=2)[CH2:24][CH2:23]1)([CH3:19])([CH3:18])[CH3:17].C(=O)([O-])[O-].[Na+].[Na+]. The catalyst is O1CCOCC1.O.C1C=CC([P]([Pd]([P](C2C=CC=CC=2)(C2C=CC=CC=2)C2C=CC=CC=2)([P](C2C=CC=CC=2)(C2C=CC=CC=2)C2C=CC=CC=2)[P](C2C=CC=CC=2)(C2C=CC=CC=2)C2C=CC=CC=2)(C2C=CC=CC=2)C2C=CC=CC=2)=CC=1. The product is [Si:20]([O:21][CH:22]1[C:30]2[C:25](=[C:26]([C:2]3[S:3][C:4]([C:7]4[CH:8]=[CH:9][C:10]([F:15])=[C:11]([CH:14]=4)[C:12]#[N:13])=[CH:5][N:6]=3)[CH:27]=[CH:28][CH:29]=2)[CH2:24][CH2:23]1)([C:16]([CH3:19])([CH3:18])[CH3:17])([CH3:41])[CH3:40]. The yield is 0.320. (5) The reactants are [Cl:1][C:2]1[C:10]2[N:9]=[C:8]3[N:11]([C:16]4[N:21]=[CH:20][C:19]([C:22]#[N:23])=[CH:18][C:17]=4[CH3:24])[CH2:12][CH2:13][CH2:14][CH2:15][N:7]3[C:6]=2[C:5]([CH:25]([CH2:28][CH3:29])[CH2:26][CH3:27])=[CH:4][CH:3]=1.[OH-:30].[K+].O. The catalyst is C(O)(C)(C)C. The product is [Cl:1][C:2]1[C:10]2[N:9]=[C:8]3[N:11]([C:16]4[N:21]=[CH:20][C:19]([C:22]([NH2:23])=[O:30])=[CH:18][C:17]=4[CH3:24])[CH2:12][CH2:13][CH2:14][CH2:15][N:7]3[C:6]=2[C:5]([CH:25]([CH2:28][CH3:29])[CH2:26][CH3:27])=[CH:4][CH:3]=1. The yield is 0.670.